Dataset: Full USPTO retrosynthesis dataset with 1.9M reactions from patents (1976-2016). Task: Predict the reactants needed to synthesize the given product. (1) Given the product [Br:1][C:2]1[CH:3]=[CH:4][C:5]([CH:8]([CH3:13])[CH2:9][CH2:10][OH:11])=[CH:6][CH:7]=1, predict the reactants needed to synthesize it. The reactants are: [Br:1][C:2]1[CH:7]=[CH:6][C:5]([CH:8]([CH3:13])[CH2:9][C:10](O)=[O:11])=[CH:4][CH:3]=1.B. (2) Given the product [CH2:14]([O:13][C:11](=[O:12])[C:10]1[CH:9]=[CH:8][C:7]([O:6][CH2:4][C:3]([CH3:5])=[CH2:2])=[CH:17][CH:16]=1)[CH3:15], predict the reactants needed to synthesize it. The reactants are: Cl[CH2:2][C:3]([CH3:5])=[CH2:4].[OH:6][C:7]1[CH:17]=[CH:16][C:10]([C:11]([O:13][CH2:14][CH3:15])=[O:12])=[CH:9][CH:8]=1.C(=O)([O-])[O-].[K+].[K+]. (3) Given the product [OH:21][C:16]1[CH:17]=[CH:18][CH:19]=[CH:20][C:15]=1[CH2:14][N:13]([C:28]1[CH:33]=[CH:32][C:31]([O:34][CH2:35][CH2:36][N:37]2[CH2:41][CH2:40][CH2:39][CH2:38]2)=[CH:30][CH:29]=1)[S:10]([C:3]1[C:4]([CH3:9])=[CH:5][C:6]([CH3:8])=[CH:7][C:2]=1[CH3:1])(=[O:12])=[O:11], predict the reactants needed to synthesize it. The reactants are: [CH3:1][C:2]1[CH:7]=[C:6]([CH3:8])[CH:5]=[C:4]([CH3:9])[C:3]=1[S:10]([N:13]([C:28]1[CH:33]=[CH:32][C:31]([O:34][CH2:35][CH2:36][N:37]2[CH2:41][CH2:40][CH2:39][CH2:38]2)=[CH:30][CH:29]=1)[CH2:14][C:15]1[CH:20]=[CH:19][CH:18]=[CH:17][C:16]=1[O:21]C1CCCCO1)(=[O:12])=[O:11].Cl.C(=O)(O)[O-].[Na+]. (4) The reactants are: Cl.[NH2:2][CH2:3][CH:4]([C:8]1[C:17]2[C:12](=[CH:13][CH:14]=[C:15]([O:18][CH3:19])[CH:16]=2)[CH:11]=[CH:10][CH:9]=1)[CH2:5][CH2:6][OH:7].C(=O)([O-])[O-].[K+].[K+].[CH:26]1([C:29](Cl)=[O:30])[CH2:28][CH2:27]1. Given the product [OH:7][CH2:6][CH2:5][CH:4]([C:8]1[C:17]2[C:12](=[CH:13][CH:14]=[C:15]([O:18][CH3:19])[CH:16]=2)[CH:11]=[CH:10][CH:9]=1)[CH2:3][NH:2][C:29]([CH:26]1[CH2:28][CH2:27]1)=[O:30], predict the reactants needed to synthesize it. (5) Given the product [O:24]1[CH2:28][CH2:27][N:26]([C:29]([C:2]2[CH:3]=[CH:4][C:5]([NH:8][C:9]([CH:11]3[CH2:20][C:15]4[C:14](=[CH:19][CH:18]=[CH:17][CH:16]=4)[CH2:13][N:12]3[C:9]([NH:8][C:5]3[CH:6]=[CH:39][C:38]([Cl:41])=[CH:3][CH:4]=3)=[O:10])=[O:10])=[CH:6][CH:7]=2)=[O:30])[CH2:25]1, predict the reactants needed to synthesize it. The reactants are: Cl[C:2]1[CH:7]=[CH:6][C:5]([NH:8][C:9]([CH:11]2[C:20]3[C:15](=[CH:16][CH:17]=[CH:18][CH:19]=3)[CH2:14][CH:13](C(O)=O)[NH:12]2)=[O:10])=[CH:4][CH:3]=1.[O:24]1[CH2:28][CH2:27][N:26]([C:29](C2C=CC(N)=CC=2)=[O:30])[CH2:25]1.[CH2:38]([Cl:41])[CH2:39]Cl. (6) Given the product [CH3:19][NH:20][C:14]([C:8]1[N:9]([CH3:13])[C:10]2[C:6]([CH:7]=1)=[CH:5][C:4]([F:3])=[CH:12][CH:11]=2)=[O:16], predict the reactants needed to synthesize it. The reactants are: [OH-].[Na+].[F:3][C:4]1[CH:5]=[C:6]2[C:10](=[CH:11][CH:12]=1)[N:9]([CH3:13])[C:8]([C:14]([O:16]CC)=O)=[CH:7]2.[CH3:19][N:20]1C2C(=CC=CC=2)C=C1C(OCC)=O. (7) Given the product [Cl:1][C:2]1[CH:3]=[C:4]([NH:9][C:10]([N:12]2[CH2:17][CH2:16][N:15]([CH2:18][CH:19]3[CH2:24][N:23]([CH2:25][CH3:26])[CH2:22][CH2:21][NH:20]3)[CH2:14][CH2:13]2)=[O:11])[CH:5]=[CH:6][C:7]=1[Cl:8], predict the reactants needed to synthesize it. The reactants are: [Cl:1][C:2]1[CH:3]=[C:4]([NH:9][C:10]([N:12]2[CH2:17][CH2:16][N:15]([CH2:18][CH:19]3[CH2:24][N:23]([CH2:25][CH3:26])[CH2:22][CH2:21][N:20]3C(OCC3C=CC=CC=3)=O)[CH2:14][CH2:13]2)=[O:11])[CH:5]=[CH:6][C:7]=1[Cl:8].Cl.